This data is from Catalyst prediction with 721,799 reactions and 888 catalyst types from USPTO. The task is: Predict which catalyst facilitates the given reaction. (1) Reactant: [Cl:1][C:2]1[CH:7]=[CH:6][C:5]([N:8]2[C@@H:12]([C:13]3[CH:18]=[CH:17][CH:16]=[C:15]([C:19]([F:22])([F:21])[F:20])[CH:14]=3)[CH2:11][N:10]([CH2:23][C:24]3[CH:25]=[N:26][C:27](Cl)=[CH:28][CH:29]=3)[C:9]2=[O:31])=[CH:4][CH:3]=1.[NH:32]1[CH2:37][CH2:36][CH2:35][CH2:34][CH2:33]1. Product: [Cl:1][C:2]1[CH:3]=[CH:4][C:5]([N:8]2[C@@H:12]([C:13]3[CH:18]=[CH:17][CH:16]=[C:15]([C:19]([F:20])([F:22])[F:21])[CH:14]=3)[CH2:11][N:10]([CH2:23][C:24]3[CH:25]=[N:26][C:27]([N:32]4[CH2:37][CH2:36][CH2:35][CH2:34][CH2:33]4)=[CH:28][CH:29]=3)[C:9]2=[O:31])=[CH:6][CH:7]=1. The catalyst class is: 17. (2) Reactant: Cl[C:2]1[C:3](=[O:8])[C:4](=[O:7])[C:5]=1[Cl:6].[NH2:9][C:10]1[C:15]([OH:16])=[C:14]([S:17]([N:20]2[CH2:25][CH2:24][N:23]([CH3:26])[CH2:22][CH2:21]2)(=[O:19])=[O:18])[C:13]([Cl:27])=[CH:12][CH:11]=1. Product: [Cl:6][C:5]1[C:4](=[O:7])[C:3](=[O:8])[C:2]=1[NH:9][C:10]1[CH:11]=[CH:12][C:13]([Cl:27])=[C:14]([S:17]([N:20]2[CH2:25][CH2:24][N:23]([CH3:26])[CH2:22][CH2:21]2)(=[O:19])=[O:18])[C:15]=1[OH:16]. The catalyst class is: 1. (3) Reactant: [CH3:1][O:2][C:3]1[CH:15]=[CH:14][C:6]2[C:7]([CH2:10][C:11]([OH:13])=[O:12])=[CH:8][O:9][C:5]=2[CH:4]=1.C[O-].[Na+].[H][H]. Product: [CH3:1][O:2][C:3]1[CH:15]=[CH:14][C:6]2[CH:7]([CH2:10][C:11]([OH:13])=[O:12])[CH2:8][O:9][C:5]=2[CH:4]=1. The catalyst class is: 5. (4) Reactant: [C:1]([O:4][CH2:5][C@H:6]([N:8]1[CH:17]=[CH:16][C:15]2[C:10](=[CH:11][CH:12]=[C:13]([CH3:21])[C:14]=2[N+:18]([O-])=O)[C:9]1=[O:22])[CH3:7])(=[O:3])[CH3:2].C(O)C.[Cl-].[NH4+].O. Product: [C:1]([O:4][CH2:5][C@H:6]([N:8]1[CH:17]=[CH:16][C:15]2[C:10](=[CH:11][CH:12]=[C:13]([CH3:21])[C:14]=2[NH2:18])[C:9]1=[O:22])[CH3:7])(=[O:3])[CH3:2]. The catalyst class is: 292. (5) Reactant: Cl.[Cl:2][C:3]1[C:4]([NH:16][CH2:17][C@H:18]2[CH2:22][CH2:21][CH2:20][NH:19]2)=[N:5][C:6]([NH:9][C:10]2[CH:11]=[N:12][N:13]([CH3:15])[CH:14]=2)=[N:7][CH:8]=1.[CH2:23]([S:25](Cl)(=[O:27])=[O:26])[CH3:24].C(N(CC)CC)C. Product: [Cl:2][C:3]1[C:4]([NH:16][CH2:17][C@H:18]2[CH2:22][CH2:21][CH2:20][N:19]2[S:25]([CH2:23][CH3:24])(=[O:27])=[O:26])=[N:5][C:6]([NH:9][C:10]2[CH:11]=[N:12][N:13]([CH3:15])[CH:14]=2)=[N:7][CH:8]=1. The catalyst class is: 4. (6) Reactant: C(OC([N:8]1[CH2:14][CH2:13][CH2:12][C:11]([CH2:16][O:17][C:18]2[CH:23]=[CH:22][C:21]([N:24]3[CH2:28][C@H:27]([CH2:29][NH:30][C:31](=[O:33])[CH3:32])[O:26][C:25]3=[O:34])=[CH:20][C:19]=2[F:35])([OH:15])[CH2:10][CH2:9]1)=O)(C)(C)C.Cl. Product: [F:35][C:19]1[CH:20]=[C:21]([N:24]2[CH2:28][C@H:27]([CH2:29][NH:30][C:31](=[O:33])[CH3:32])[O:26][C:25]2=[O:34])[CH:22]=[CH:23][C:18]=1[O:17][CH2:16][C:11]1([OH:15])[CH2:12][CH2:13][CH2:14][NH:8][CH2:9][CH2:10]1. The catalyst class is: 5. (7) Reactant: [N+:1]([C:4]1[CH:5]=[C:6]2[C:10](=[CH:11][CH:12]=1)[N:9]([CH2:13][CH2:14][C:15]#[N:16])[C:8](=[O:17])[C:7]12[O:22][CH2:21][CH2:20][CH2:19][O:18]1)([O-])=O.N.C1COCC1. Product: [NH2:1][C:4]1[CH:5]=[C:6]2[C:10](=[CH:11][CH:12]=1)[N:9]([CH2:13][CH2:14][CH2:15][NH2:16])[C:8](=[O:17])[C:7]12[O:22][CH2:21][CH2:20][CH2:19][O:18]1. The catalyst class is: 592. (8) Reactant: [OH:1][CH2:2][C@H:3]1[CH2:8][CH2:7][C@H:6]([C:9]([OH:11])=[O:10])[CH2:5][CH2:4]1.C(=O)(O)[O-].[Na+].[I-].[Na+].[CH2:19](Cl)[C:20]1[CH:25]=[CH:24][CH:23]=[CH:22][CH:21]=1.[Cl-].[NH4+]. Product: [OH:1][CH2:2][C@H:3]1[CH2:4][CH2:5][C@H:6]([C:9]([O:11][CH2:19][C:20]2[CH:25]=[CH:24][CH:23]=[CH:22][CH:21]=2)=[O:10])[CH2:7][CH2:8]1. The catalyst class is: 3. (9) Reactant: Cl[C:2]1[N:7]=[C:6]([C:8]([F:11])([F:10])[F:9])[C:5]([C:12]([O:14][CH3:15])=[O:13])=[CH:4][N:3]=1.[Cl:16][C:17]1[CH:23]=[C:22]([Cl:24])[CH:21]=[CH:20][C:18]=1[NH2:19]. Product: [Cl:16][C:17]1[CH:23]=[C:22]([Cl:24])[CH:21]=[CH:20][C:18]=1[NH:19][C:2]1[N:7]=[C:6]([C:8]([F:11])([F:10])[F:9])[C:5]([C:12]([O:14][CH3:15])=[O:13])=[CH:4][N:3]=1. The catalyst class is: 12. (10) Reactant: CO[C:3]([C:5]1[CH:6]=[CH:7][CH:8]=[C:9]2[O:13][C:12]([NH:14][CH:15]3[CH2:20][CH2:19][N:18]([C:21]([O:23][C:24]([CH3:27])([CH3:26])[CH3:25])=[O:22])[CH2:17][CH2:16]3)=[N:11][C:10]=12)=[O:4].C(OC(N1CCC(NC2[O:43][C:44]3[C:45](=C(C(O)=O)C=CC=3)[N:46]=2)CC1)=O)(C)(C)C.NCCO.ClC1N=C(OC)N=C(OC)N=1.CN1CCOCC1. Product: [C:24]([O:23][C:21]([N:18]1[CH2:19][CH2:20][CH:15]([NH:14][C:12]2[O:13][C:9]3[CH:8]=[CH:7][CH:6]=[C:5]([C:3](=[O:4])[NH:46][CH2:45][CH2:44][OH:43])[C:10]=3[N:11]=2)[CH2:16][CH2:17]1)=[O:22])([CH3:25])([CH3:26])[CH3:27]. The catalyst class is: 23.